This data is from Reaction yield outcomes from USPTO patents with 853,638 reactions. The task is: Predict the reaction yield, written as a fraction of the theoretical maximum amount of product (1.0 means a 100% yield; for example, 0.34 means a 34% yield). (1) The yield is 0.243. The catalyst is CC(C)=O. The product is [CH3:23][C:12]1[CH:13]=[C:14]2[C:10](=[C:9]([CH3:8])[C:18]3([C@:17]([OH:22])([CH3:21])[C:15]2=[O:16])[CH2:20][CH2:19]3)[C:11]=1[CH2:6][OH:7]. The reactants are OS(O)(=O)=O.[CH2:6]=[O:7].[CH3:8][C:9]1[C:18]2([CH2:20][CH2:19]2)[C@:17]([OH:22])([CH3:21])[C:15](=[O:16])[C:14]2[C:10]=1[C@@H:11](O)[C@@:12](CO)([CH3:23])[CH:13]=2. (2) The reactants are [CH3:1][C@@:2]12[C:10](=[O:11])[CH2:9][CH2:8][C@H:7]1[C@@H:6]1[C:12]([CH:14]=[C:15]3[CH2:20][C@@H:19](O)[CH2:18][CH2:17][C@:16]3([CH3:22])[C@H:5]1[CH2:4][CH2:3]2)=[O:13].[CH2:23]([O:26][C:27](Cl)=[O:28])[CH:24]=[CH2:25]. The catalyst is O1CCCC1.N1C=CC=CC=1. The product is [C:27]([C@H:19]1[CH2:18][CH2:17][C@@:16]2([CH3:22])[C:15](=[CH:14][C:12](=[O:13])[C@@H:6]3[C@@H:5]2[CH2:4][CH2:3][C@@:2]2([CH3:1])[C@H:7]3[CH2:8][CH2:9][C:10]2=[O:11])[CH2:20]1)([O:26][CH2:23][CH:24]=[CH2:25])=[O:28]. The yield is 0.780. (3) The reactants are [C:1]([O:5][C:6]([NH:8][C:9]1[CH:14]=[CH:13][C:12]([C:15]2[CH:20]=[CH:19][C:18](/[CH:21]=[CH:22]/[C:23]3[N:24]([CH2:36][C:37]4[CH:38]=[C:39]([CH:43]=[CH:44][CH:45]=4)[C:40]([OH:42])=[O:41])[CH:25]=[C:26]([C:28]4[CH:33]=[CH:32][C:31]([Cl:34])=[CH:30][C:29]=4[Cl:35])[N:27]=3)=[CH:17][CH:16]=2)=[CH:11][C:10]=1[O:46][CH3:47])=[O:7])([CH3:4])([CH3:3])C.Cl[C:49](OC(C)C)=O. No catalyst specified. The product is [CH3:49][O:42][C:40](=[O:41])[C:39]1[CH:43]=[CH:44][CH:45]=[C:37]([CH2:36][N:24]2[CH:25]=[C:26]([C:28]3[CH:33]=[CH:32][C:31]([Cl:34])=[CH:30][C:29]=3[Cl:35])[N:27]=[C:23]2/[CH:22]=[CH:21]/[C:18]2[CH:17]=[CH:16][C:15]([C:12]3[CH:13]=[CH:14][C:9]([NH:8][C:6]([O:5][CH:1]([CH3:4])[CH3:3])=[O:7])=[C:10]([O:46][CH3:47])[CH:11]=3)=[CH:20][CH:19]=2)[CH:38]=1. The yield is 0.610.